This data is from Reaction yield outcomes from USPTO patents with 853,638 reactions. The task is: Predict the reaction yield, written as a fraction of the theoretical maximum amount of product (1.0 means a 100% yield; for example, 0.34 means a 34% yield). The reactants are [CH2:1]([C:3]1[N:4]=[C:5]([CH3:25])[NH:6][C:7](=[O:24])[C:8]=1[CH2:9][C:10]1[CH:15]=[CH:14][C:13]([C:16]2[C:17]([C:22]#[N:23])=[CH:18][CH:19]=[CH:20][CH:21]=2)=[CH:12][CH:11]=1)[CH3:2].[C:26]1(B(O)O)[CH:31]=[CH:30][CH:29]=[CH:28][CH:27]=1.C(N(CC)CC)C.N1C=CC=CC=1. The catalyst is C([O-])(=O)C.[Cu+2].C([O-])(=O)C.C(OCC)(=O)C.C(Cl)Cl. The product is [CH2:1]([C:3]1[N:4]=[C:5]([CH3:25])[N:6]([C:26]2[CH:31]=[CH:30][CH:29]=[CH:28][CH:27]=2)[C:7](=[O:24])[C:8]=1[CH2:9][C:10]1[CH:15]=[CH:14][C:13]([C:16]2[C:17]([C:22]#[N:23])=[CH:18][CH:19]=[CH:20][CH:21]=2)=[CH:12][CH:11]=1)[CH3:2]. The yield is 0.340.